Dataset: Peptide-MHC class I binding affinity with 185,985 pairs from IEDB/IMGT. Task: Regression. Given a peptide amino acid sequence and an MHC pseudo amino acid sequence, predict their binding affinity value. This is MHC class I binding data. (1) The peptide sequence is IVLPEKDSW. The MHC is Mamu-B03 with pseudo-sequence Mamu-B03. The binding affinity (normalized) is 0. (2) The peptide sequence is MHDPHSIPL. The MHC is HLA-B15:17 with pseudo-sequence HLA-B15:17. The binding affinity (normalized) is 0.0847. (3) The peptide sequence is ALRPSTSRSL. The MHC is HLA-A02:06 with pseudo-sequence HLA-A02:06. The binding affinity (normalized) is 0.0139. (4) The peptide sequence is NMERKLNLS. The MHC is HLA-A03:01 with pseudo-sequence HLA-A03:01. The binding affinity (normalized) is 0.0847. (5) The peptide sequence is FTNSQIFNII. The MHC is HLA-A02:02 with pseudo-sequence HLA-A02:02. The binding affinity (normalized) is 0.541. (6) The peptide sequence is IHIPGDTLF. The MHC is HLA-A02:03 with pseudo-sequence HLA-A02:03. The binding affinity (normalized) is 0.0847. (7) The peptide sequence is AIFQSSMTA. The MHC is HLA-A11:01 with pseudo-sequence HLA-A11:01. The binding affinity (normalized) is 0.450.